Dataset: NCI-60 drug combinations with 297,098 pairs across 59 cell lines. Task: Regression. Given two drug SMILES strings and cell line genomic features, predict the synergy score measuring deviation from expected non-interaction effect. (1) Cell line: A549. Synergy scores: CSS=7.26, Synergy_ZIP=2.28, Synergy_Bliss=3.51, Synergy_Loewe=-0.0722, Synergy_HSA=3.12. Drug 1: CCN(CC)CCNC(=O)C1=C(NC(=C1C)C=C2C3=C(C=CC(=C3)F)NC2=O)C. Drug 2: COCCOC1=C(C=C2C(=C1)C(=NC=N2)NC3=CC=CC(=C3)C#C)OCCOC.Cl. (2) Drug 1: CC1C(C(CC(O1)OC2CC(CC3=C2C(=C4C(=C3O)C(=O)C5=C(C4=O)C(=CC=C5)OC)O)(C(=O)C)O)N)O.Cl. Drug 2: CC(C)CN1C=NC2=C1C3=CC=CC=C3N=C2N. Cell line: LOX IMVI. Synergy scores: CSS=12.2, Synergy_ZIP=-6.48, Synergy_Bliss=-2.92, Synergy_Loewe=-21.2, Synergy_HSA=-1.58. (3) Drug 1: CC12CCC3C(C1CCC2O)C(CC4=C3C=CC(=C4)O)CCCCCCCCCS(=O)CCCC(C(F)(F)F)(F)F. Drug 2: CC1C(C(CC(O1)OC2CC(CC3=C2C(=C4C(=C3O)C(=O)C5=CC=CC=C5C4=O)O)(C(=O)C)O)N)O. Cell line: TK-10. Synergy scores: CSS=36.5, Synergy_ZIP=-2.97, Synergy_Bliss=-3.75, Synergy_Loewe=-10.9, Synergy_HSA=-2.59. (4) Synergy scores: CSS=25.6, Synergy_ZIP=-6.84, Synergy_Bliss=-11.0, Synergy_Loewe=-50.5, Synergy_HSA=-10.3. Drug 2: C1CN(P(=O)(OC1)NCCCl)CCCl. Drug 1: COC1=CC(=CC(=C1O)OC)C2C3C(COC3=O)C(C4=CC5=C(C=C24)OCO5)OC6C(C(C7C(O6)COC(O7)C8=CC=CS8)O)O. Cell line: A549. (5) Drug 1: COC1=CC(=CC(=C1O)OC)C2C3C(COC3=O)C(C4=CC5=C(C=C24)OCO5)OC6C(C(C7C(O6)COC(O7)C8=CC=CS8)O)O. Drug 2: CC(C1=C(C=CC(=C1Cl)F)Cl)OC2=C(N=CC(=C2)C3=CN(N=C3)C4CCNCC4)N. Cell line: OVCAR3. Synergy scores: CSS=22.9, Synergy_ZIP=-7.50, Synergy_Bliss=0.402, Synergy_Loewe=-14.5, Synergy_HSA=-1.67. (6) Drug 1: CC1=CC2C(CCC3(C2CCC3(C(=O)C)OC(=O)C)C)C4(C1=CC(=O)CC4)C. Drug 2: C1CN1P(=S)(N2CC2)N3CC3. Cell line: A498. Synergy scores: CSS=9.84, Synergy_ZIP=-4.27, Synergy_Bliss=-0.612, Synergy_Loewe=0.465, Synergy_HSA=0.662. (7) Drug 1: CCC1(CC2CC(C3=C(CCN(C2)C1)C4=CC=CC=C4N3)(C5=C(C=C6C(=C5)C78CCN9C7C(C=CC9)(C(C(C8N6C=O)(C(=O)OC)O)OC(=O)C)CC)OC)C(=O)OC)O.OS(=O)(=O)O. Drug 2: N.N.Cl[Pt+2]Cl. Cell line: TK-10. Synergy scores: CSS=23.1, Synergy_ZIP=-8.02, Synergy_Bliss=-0.830, Synergy_Loewe=-0.984, Synergy_HSA=0.297.